Dataset: Forward reaction prediction with 1.9M reactions from USPTO patents (1976-2016). Task: Predict the product of the given reaction. Given the reactants F[C:2]1[CH:3]=[C:4]([CH:7]=[CH:8][CH:9]=1)[C:5]#[N:6].[CH2:10]([O:12][C:13](=[O:25])[C:14]([O:17][C:18]1[CH:23]=[CH:22][C:21]([OH:24])=[CH:20][CH:19]=1)([CH3:16])[CH3:15])[CH3:11].OCC1(OC[C@@H](O)[C@@H](O)[C@H]1O)O, predict the reaction product. The product is: [CH2:10]([O:12][C:13](=[O:25])[C:14]([O:17][C:18]1[CH:19]=[CH:20][C:21]([O:24][C:2]2[CH:9]=[CH:8][CH:7]=[C:4]([CH2:5][NH2:6])[CH:3]=2)=[CH:22][CH:23]=1)([CH3:16])[CH3:15])[CH3:11].